Dataset: Forward reaction prediction with 1.9M reactions from USPTO patents (1976-2016). Task: Predict the product of the given reaction. (1) Given the reactants [Cl:1][C:2]1[CH:3]=[C:4]([F:19])[CH:5]=[C:6]2[C:10]=1[NH:9][C:8](=[O:11])[C:7]2([CH2:14][CH2:15][CH2:16][CH2:17]Cl)[CH2:12][CH3:13].[Cl:20][C:21]1[CH:26]=[CH:25][C:24]([N:27]2[CH2:32][CH2:31][NH:30][CH2:29][CH2:28]2)=[CH:23][CH:22]=1, predict the reaction product. The product is: [ClH:1].[Cl:1][C:2]1[CH:3]=[C:4]([F:19])[CH:5]=[C:6]2[C:10]=1[NH:9][C:8](=[O:11])[C:7]2([CH2:14][CH2:15][CH2:16][CH2:17][N:30]1[CH2:29][CH2:28][N:27]([C:24]2[CH:23]=[CH:22][C:21]([Cl:20])=[CH:26][CH:25]=2)[CH2:32][CH2:31]1)[CH2:12][CH3:13]. (2) Given the reactants [C:1]1(=O)[C:5]2=[CH:6][CH2:7][CH2:8][CH2:9][N:4]2[CH:3]=[N:2]1.[F:11][C:12]1[CH:19]=[C:18](I)[CH:17]=[C:16]([F:21])[C:13]=1[C:14]#[N:15], predict the reaction product. The product is: [F:11][C:12]1[CH:19]=[C:18]([CH:6]2[CH2:7][CH2:8][CH2:9][N:4]3[CH:3]=[N:2][CH:1]=[C:5]23)[CH:17]=[C:16]([F:21])[C:13]=1[C:14]#[N:15]. (3) The product is: [F:26][C:20]1[CH:19]=[C:18]([CH:23]=[C:22]([F:24])[C:21]=1[F:25])[CH2:17][C@H:9]1[CH2:8][C@H:7]([C:5]2[O:4][NH:3][C:2](=[O:1])[CH:6]=2)[CH2:12][CH2:11][NH:10]1. Given the reactants [O:1]=[C:2]1[CH:6]=[C:5]([C@@H:7]2[CH2:12][CH2:11][N:10](C(OC)=O)[C@@H:9]([CH2:17][C:18]3[CH:23]=[C:22]([F:24])[C:21]([F:25])=[C:20]([F:26])[CH:19]=3)[CH2:8]2)[O:4][NH:3]1.Br, predict the reaction product. (4) Given the reactants [Br:1][C:2]1[CH:15]=[CH:14][C:13]2[O:12][C:11]3[C:6](=[CH:7][C:8](I)=[CH:9][CH:10]=3)[C:5]3([CH2:20][O:19][C:18]([NH2:21])=[N:17]3)[C:4]=2[CH:3]=1.[N:22]1[CH:27]=[C:26](B(O)O)[CH:25]=[N:24][CH:23]=1.C(=O)([O-])[O-].[Na+].[Na+], predict the reaction product. The product is: [Br:1][C:2]1[CH:15]=[CH:14][C:13]2[O:12][C:11]3[C:6](=[CH:7][C:8]([C:26]4[CH:27]=[N:22][CH:23]=[N:24][CH:25]=4)=[CH:9][CH:10]=3)[C:5]3([CH2:20][O:19][C:18]([NH2:21])=[N:17]3)[C:4]=2[CH:3]=1. (5) Given the reactants [CH3:1][Mg]Br.[F:4][C:5]1[CH:6]=[CH:7][C:8]([C:11]2[CH:16]=[CH:15][C:14]([CH2:17][C:18]([C:20]3[N:21]([S:34]([N:37]([CH3:39])[CH3:38])(=[O:36])=[O:35])[CH:22]=[C:23]([CH2:25][C:26]([CH3:33])([C:29]([F:32])([F:31])[F:30])[CH:27]=[CH2:28])[N:24]=3)=[O:19])=[CH:13][CH:12]=2)=[N:9][CH:10]=1, predict the reaction product. The product is: [F:4][C:5]1[CH:6]=[CH:7][C:8]([C:11]2[CH:16]=[CH:15][C:14]([CH2:17][C:18]([C:20]3[N:21]([S:34]([N:37]([CH3:38])[CH3:39])(=[O:35])=[O:36])[CH:22]=[C:23]([CH2:25][C:26]([CH3:33])([C:29]([F:30])([F:32])[F:31])[CH:27]=[CH2:28])[N:24]=3)([OH:19])[CH3:1])=[CH:13][CH:12]=2)=[N:9][CH:10]=1. (6) Given the reactants N1CCC[C@H]1C(O)=O.[CH3:9][S:10][C:11]1[S:12][C:13]2[CH:19]=[C:18]([CH2:20][CH2:21][CH:22]=[O:23])[CH:17]=[CH:16][C:14]=2[N:15]=1.[Cl:24]N1C(=O)CCC1=O, predict the reaction product. The product is: [Cl:24][CH:21]([CH2:20][C:18]1[CH:17]=[CH:16][C:14]2[N:15]=[C:11]([S:10][CH3:9])[S:12][C:13]=2[CH:19]=1)[CH:22]=[O:23]. (7) Given the reactants [F:1][C:2]1[CH:10]=[C:9]2[C:5]([CH2:6][CH2:7][C:8]2=O)=[CH:4][CH:3]=1.[C:12]([CH2:14][C:15]([O:17][CH2:18][CH3:19])=[O:16])#[N:13].C([O-])(=O)C.[NH4+].C(O)(=O)C, predict the reaction product. The product is: [C:12](/[C:14](=[C:8]1/[CH2:7][CH2:6][C:5]2[C:9]/1=[CH:10][C:2]([F:1])=[CH:3][CH:4]=2)/[C:15]([O:17][CH2:18][CH3:19])=[O:16])#[N:13].